Dataset: NCI-60 drug combinations with 297,098 pairs across 59 cell lines. Task: Regression. Given two drug SMILES strings and cell line genomic features, predict the synergy score measuring deviation from expected non-interaction effect. (1) Drug 1: C1=CC(=C2C(=C1NCCNCCO)C(=O)C3=C(C=CC(=C3C2=O)O)O)NCCNCCO. Drug 2: C1C(C(OC1N2C=C(C(=O)NC2=O)F)CO)O. Cell line: SF-268. Synergy scores: CSS=45.4, Synergy_ZIP=-8.28, Synergy_Bliss=-10.3, Synergy_Loewe=-11.9, Synergy_HSA=-1.53. (2) Drug 1: CC=C1C(=O)NC(C(=O)OC2CC(=O)NC(C(=O)NC(CSSCCC=C2)C(=O)N1)C(C)C)C(C)C. Drug 2: CCN(CC)CCCC(C)NC1=C2C=C(C=CC2=NC3=C1C=CC(=C3)Cl)OC. Cell line: U251. Synergy scores: CSS=69.0, Synergy_ZIP=4.48, Synergy_Bliss=5.68, Synergy_Loewe=-0.947, Synergy_HSA=5.57. (3) Drug 1: C1=NC2=C(N=C(N=C2N1C3C(C(C(O3)CO)O)F)Cl)N. Drug 2: CCC1=C2CN3C(=CC4=C(C3=O)COC(=O)C4(CC)O)C2=NC5=C1C=C(C=C5)O. Cell line: SF-539. Synergy scores: CSS=28.8, Synergy_ZIP=1.12, Synergy_Bliss=0.629, Synergy_Loewe=-26.5, Synergy_HSA=-1.35. (4) Drug 1: CCCCCOC(=O)NC1=NC(=O)N(C=C1F)C2C(C(C(O2)C)O)O. Drug 2: CC12CCC3C(C1CCC2OP(=O)(O)O)CCC4=C3C=CC(=C4)OC(=O)N(CCCl)CCCl.[Na+]. Cell line: UACC62. Synergy scores: CSS=7.02, Synergy_ZIP=-2.84, Synergy_Bliss=-2.01, Synergy_Loewe=-2.55, Synergy_HSA=-1.90. (5) Synergy scores: CSS=-5.78, Synergy_ZIP=1.56, Synergy_Bliss=-7.22, Synergy_Loewe=-24.5, Synergy_HSA=-9.21. Drug 2: C1CC(=O)NC(=O)C1N2CC3=C(C2=O)C=CC=C3N. Drug 1: C1CCN(CC1)CCOC2=CC=C(C=C2)C(=O)C3=C(SC4=C3C=CC(=C4)O)C5=CC=C(C=C5)O. Cell line: MOLT-4. (6) Drug 1: CC1=C(C(=O)C2=C(C1=O)N3CC4C(C3(C2COC(=O)N)OC)N4)N. Drug 2: C(CCl)NC(=O)N(CCCl)N=O. Cell line: KM12. Synergy scores: CSS=-5.45, Synergy_ZIP=-0.145, Synergy_Bliss=-5.11, Synergy_Loewe=-11.4, Synergy_HSA=-11.6. (7) Drug 1: CC1=C(N=C(N=C1N)C(CC(=O)N)NCC(C(=O)N)N)C(=O)NC(C(C2=CN=CN2)OC3C(C(C(C(O3)CO)O)O)OC4C(C(C(C(O4)CO)O)OC(=O)N)O)C(=O)NC(C)C(C(C)C(=O)NC(C(C)O)C(=O)NCCC5=NC(=CS5)C6=NC(=CS6)C(=O)NCCC[S+](C)C)O. Drug 2: CC1C(C(CC(O1)OC2CC(CC3=C2C(=C4C(=C3O)C(=O)C5=C(C4=O)C(=CC=C5)OC)O)(C(=O)CO)O)N)O.Cl. Cell line: HCC-2998. Synergy scores: CSS=35.0, Synergy_ZIP=-7.06, Synergy_Bliss=-10.8, Synergy_Loewe=-7.72, Synergy_HSA=-7.16.